Dataset: Ames mutagenicity test results for genotoxicity prediction. Task: Regression/Classification. Given a drug SMILES string, predict its toxicity properties. Task type varies by dataset: regression for continuous values (e.g., LD50, hERG inhibition percentage) or binary classification for toxic/non-toxic outcomes (e.g., AMES mutagenicity, cardiotoxicity, hepatotoxicity). Dataset: ames. (1) The compound is [N-]=[N+]=C1C=NC(=O)NC1=O. The result is 1 (mutagenic). (2) The molecule is C[N+]1(C)CCOCC1. The result is 0 (non-mutagenic).